Dataset: Catalyst prediction with 721,799 reactions and 888 catalyst types from USPTO. Task: Predict which catalyst facilitates the given reaction. (1) Reactant: [C:1]([C:5]1[N:10]=[C:9]([N:11]2[CH2:16][CH2:15][N:14]([CH2:17][CH2:18][CH2:19][CH2:20][NH2:21])[CH2:13][CH2:12]2)[CH:8]=[C:7]([C:22]([F:25])([F:24])[F:23])[N:6]=1)([CH3:4])([CH3:3])[CH3:2].C1N=CN([C:31]([N:33]2[CH:37]=N[CH:35]=[CH:34]2)=[O:32])C=1.C1[C:43]2[NH:44][C:45]3[C:50]([C:42]=2CCN1)=[CH:49][CH:48]=[CH:47][CH:46]=3. Product: [C:1]([C:5]1[N:10]=[C:9]([N:11]2[CH2:16][CH2:15][N:14]([CH2:17][CH2:18][CH2:19][CH2:20][NH:21][C:31]([N:33]3[CH2:34][CH2:35][C:43]4[NH:44][C:45]5[CH:46]=[CH:47][CH:48]=[CH:49][C:50]=5[C:42]=4[CH2:37]3)=[O:32])[CH2:13][CH2:12]2)[CH:8]=[C:7]([C:22]([F:24])([F:25])[F:23])[N:6]=1)([CH3:4])([CH3:2])[CH3:3]. The catalyst class is: 147. (2) Reactant: [Cl:1][C:2]1[CH:7]=[C:6]([C:8]2[N:12]=[C:11]([C:13]3[N:14]=[C:15]4[C:20]([Cl:21])=[CH:19][C:18]([C:22]([F:25])([F:24])[F:23])=[CH:17][N:16]4[CH:26]=3)[O:10][N:9]=2)[C:5]([Cl:27])=[CH:4][C:3]=1[OH:28].[OH-].[Na+].[CH2:31]1[O:34][C@H:32]1[CH3:33]. Product: [Cl:1][C:2]1[CH:7]=[C:6]([C:8]2[N:12]=[C:11]([C:13]3[N:14]=[C:15]4[C:20]([Cl:21])=[CH:19][C:18]([C:22]([F:23])([F:25])[F:24])=[CH:17][N:16]4[CH:26]=3)[O:10][N:9]=2)[C:5]([Cl:27])=[CH:4][C:3]=1[O:28][CH2:31][C@@H:32]([OH:34])[CH3:33]. The catalyst class is: 49. (3) Reactant: [CH3:1][C:2]([O:5][C:6]([NH:8][CH:9](P(OC)(OC)=O)[C:10]([O:12][CH3:13])=[O:11])=[O:7])([CH3:4])[CH3:3].CN(C)C(=N)N(C)C.[F:28][C:29]1[CH:36]=[CH:35][C:32]([CH:33]=O)=[C:31]([N+:37]([O-:39])=[O:38])[CH:30]=1. Product: [CH3:13][O:12][C:10](=[O:11])[C:9]([NH:8][C:6]([O:5][C:2]([CH3:1])([CH3:3])[CH3:4])=[O:7])=[CH:33][C:32]1[CH:35]=[CH:36][C:29]([F:28])=[CH:30][C:31]=1[N+:37]([O-:39])=[O:38]. The catalyst class is: 1. (4) Reactant: [N:1]([O-])=O.[Na+].[NH2:5][C:6]1[CH:7]=[C:8]([CH:12]=[CH:13][C:14]=1[NH2:15])[C:9]([OH:11])=[O:10]. Product: [NH:15]1[C:14]2[CH:13]=[CH:12][C:8]([C:9]([OH:11])=[O:10])=[CH:7][C:6]=2[N:5]=[N:1]1. The catalyst class is: 52. (5) Reactant: Cl[C:2]1[N:7]=[C:6]([C:8]2[CH:13]=[CH:12][CH:11]=[C:10]([Cl:14])[N:9]=2)[N:5]=[C:4]([NH:15][C@H:16]([CH3:21])[C:17]([F:20])([F:19])[F:18])[CH:3]=1.Cl.[F:23][C:24]1([F:31])[CH2:29][CH2:28][CH:27]([NH2:30])[CH2:26][CH2:25]1.[F-].[Cs+].CCN(C(C)C)C(C)C. Product: [Cl:14][C:10]1[N:9]=[C:8]([C:6]2[N:7]=[C:2]([NH:30][CH:27]3[CH2:28][CH2:29][C:24]([F:31])([F:23])[CH2:25][CH2:26]3)[CH:3]=[C:4]([NH:15][C@H:16]([CH3:21])[C:17]([F:20])([F:19])[F:18])[N:5]=2)[CH:13]=[CH:12][CH:11]=1. The catalyst class is: 16. (6) Reactant: [NH2:1][C:2]1[CH:3]=[N:4][CH:5]=[CH:6][C:7]=1[N:8]1[CH2:13][C@H:12]([C:14]([F:17])([F:16])[F:15])[CH2:11][C@H:10]([NH:18][C:19](=[O:25])[O:20][C:21]([CH3:24])([CH3:23])[CH3:22])[CH2:9]1.[C:26]([O:30][C:31]([NH:33][C:34]1[O:42][C:41]2[C:36](=[N:37][CH:38]=[C:39]([CH:43]3[CH2:45][CH2:44]3)[CH:40]=2)[C:35]=1[C:46](O)=[O:47])=[O:32])([CH3:29])([CH3:28])[CH3:27].CCN(C(C)C)C(C)C.CN(C(ON1N=NC2C=CC=NC1=2)=[N+](C)C)C.F[P-](F)(F)(F)(F)F. Product: [C:26]([O:30][C:31]([NH:33][C:34]1[O:42][C:41]2[C:36](=[N:37][CH:38]=[C:39]([CH:43]3[CH2:45][CH2:44]3)[CH:40]=2)[C:35]=1[C:46]([NH:1][C:2]1[CH:3]=[N:4][CH:5]=[CH:6][C:7]=1[N:8]1[CH2:13][C@H:12]([C:14]([F:16])([F:15])[F:17])[CH2:11][C@H:10]([NH:18][C:19](=[O:25])[O:20][C:21]([CH3:22])([CH3:24])[CH3:23])[CH2:9]1)=[O:47])=[O:32])([CH3:29])([CH3:27])[CH3:28]. The catalyst class is: 26. (7) Reactant: [H-].[Al+3].[Li+].[H-].[H-].[H-].[CH:7]1([CH2:14][C:15]#[N:16])[CH:13]=[CH:12][CH:11]=[CH:10][CH:9]=[CH:8]1. Product: [CH:7]1([CH2:14][CH2:15][NH2:16])[CH:13]=[CH:12][CH:11]=[CH:10][CH:9]=[CH:8]1. The catalyst class is: 27.